This data is from Full USPTO retrosynthesis dataset with 1.9M reactions from patents (1976-2016). The task is: Predict the reactants needed to synthesize the given product. (1) Given the product [CH3:14][C:12]1[N:13]=[C:9]([NH:8][C:5]2[N:6]=[CH:7][C:2]([S:31][CH2:32][CH2:33][C:34]([O:36][CH3:37])=[O:35])=[CH:3][C:4]=2[O:15][C:16]2[CH:21]=[CH:20][CH:19]=[CH:18][CH:17]=2)[S:10][CH:11]=1, predict the reactants needed to synthesize it. The reactants are: Br[C:2]1[CH:3]=[C:4]([O:15][C:16]2[CH:21]=[CH:20][CH:19]=[CH:18][CH:17]=2)[C:5]([NH:8][C:9]2[S:10][CH:11]=[C:12]([CH3:14])[N:13]=2)=[N:6][CH:7]=1.C(N(C(C)C)C(C)C)C.[SH:31][CH2:32][CH2:33][C:34]([O:36][CH3:37])=[O:35]. (2) Given the product [CH3:32][S:39]([C:3]1[CH:4]=[CH:5][C:6]([CH:9]([C:17]2[NH:21][C:20]([C:22]3[N:27]=[CH:26][C:25]([CH:28]([OH:30])[CH3:29])=[CH:24][CH:23]=3)=[CH:19][CH:18]=2)[CH2:10][CH:11]2[CH2:16][CH2:15][O:14][CH2:13][CH2:12]2)=[N:7][CH:8]=1)(=[O:41])=[O:38], predict the reactants needed to synthesize it. The reactants are: CS[C:3]1[CH:4]=[CH:5][C:6]([CH:9]([C:17]2[NH:21][C:20]([C:22]3[N:27]=[CH:26][C:25]([CH:28]([OH:30])[CH3:29])=[CH:24][CH:23]=3)=[CH:19][CH:18]=2)[CH2:10][CH:11]2[CH2:16][CH2:15][O:14][CH2:13][CH2:12]2)=[N:7][CH:8]=1.O1CCC[CH2:32]1.O.O[O:38][S:39]([O-:41])=O.[K+]. (3) Given the product [CH2:28]([CH:22]1[CH2:23][C:24](=[O:27])[NH:25][N:26]=[C:21]1[C:19]1[CH:18]=[CH:17][C:15]2[N:16]=[C:12]([C:9]3[CH:10]=[CH:11][C:6]([O:5][CH:4]([CH3:30])[CH:3]=[O:2])=[CH:7][CH:8]=3)[O:13][C:14]=2[CH:20]=1)[CH3:29], predict the reactants needed to synthesize it. The reactants are: C[O:2][CH:3](OC)[CH:4]([CH3:30])[O:5][C:6]1[CH:11]=[CH:10][C:9]([C:12]2[O:13][C:14]3[CH:20]=[C:19]([C:21]4[CH:22]([CH2:28][CH3:29])[CH2:23][C:24](=[O:27])[NH:25][N:26]=4)[CH:18]=[CH:17][C:15]=3[N:16]=2)=[CH:8][CH:7]=1.Cl. (4) Given the product [C:1]1(/[CH:11]=[CH:26]/[C:28]2[N:29]=[C:30]([CH:33]3[CH2:34][CH2:35][N:36]([C:39]([O:41][C:42]([CH3:45])([CH3:44])[CH3:43])=[O:40])[CH2:37][CH2:38]3)[S:31][CH:32]=2)[C:10]2[C:5](=[CH:6][CH:7]=[CH:8][CH:9]=2)[CH:4]=[CH:3][CH:2]=1, predict the reactants needed to synthesize it. The reactants are: [C:1]1([CH2:11]P(=O)(OCC)OCC)[C:10]2[C:5](=[CH:6][CH:7]=[CH:8][CH:9]=2)[CH:4]=[CH:3][CH:2]=1.CC(C)([O-])C.[K+].[CH:26]([C:28]1[N:29]=[C:30]([CH:33]2[CH2:38][CH2:37][N:36]([C:39]([O:41][C:42]([CH3:45])([CH3:44])[CH3:43])=[O:40])[CH2:35][CH2:34]2)[S:31][CH:32]=1)=O.[Cl-].[NH4+].